Dataset: Full USPTO retrosynthesis dataset with 1.9M reactions from patents (1976-2016). Task: Predict the reactants needed to synthesize the given product. Given the product [C:18]1([S:24]([N:8]2[C:5]3=[N:6][CH:7]=[C:2]([CH3:1])[CH:3]=[C:4]3[CH:10]=[CH:9]2)(=[O:26])=[O:25])[CH:23]=[CH:22][CH:21]=[CH:20][CH:19]=1, predict the reactants needed to synthesize it. The reactants are: [CH3:1][C:2]1[CH:3]=[C:4]2[CH:10]=[CH:9][NH:8][C:5]2=[N:6][CH:7]=1.C(N(CC)CC)C.[C:18]1([S:24](Cl)(=[O:26])=[O:25])[CH:23]=[CH:22][CH:21]=[CH:20][CH:19]=1.